From a dataset of Full USPTO retrosynthesis dataset with 1.9M reactions from patents (1976-2016). Predict the reactants needed to synthesize the given product. (1) The reactants are: [C:1]1([CH2:7][C:8]#[N:9])[CH:6]=[CH:5][CH:4]=[CH:3][CH:2]=1.[F:10][C:11]([F:18])([F:17])[C:12](OCC)=[O:13]. Given the product [F:10][C:11]([F:18])([F:17])[C:12](=[O:13])[CH:7]([C:1]1[CH:6]=[CH:5][CH:4]=[CH:3][CH:2]=1)[C:8]#[N:9], predict the reactants needed to synthesize it. (2) Given the product [Cl:36][CH2:37][C:38]([NH:1][C:2]1[CH:7]=[CH:6][CH:5]=[CH:4][C:3]=1[C:8]1[NH:9][C:10]2[C:15]([C:16]=1[CH:17]1[CH2:22][CH2:21][CH2:20][CH2:19][CH2:18]1)=[CH:14][CH:13]=[C:12]([C:23]([O:25][CH3:26])=[O:24])[CH:11]=2)=[O:39], predict the reactants needed to synthesize it. The reactants are: [NH2:1][C:2]1[CH:7]=[CH:6][CH:5]=[CH:4][C:3]=1[C:8]1[NH:9][C:10]2[C:15]([C:16]=1[CH:17]1[CH2:22][CH2:21][CH2:20][CH2:19][CH2:18]1)=[CH:14][CH:13]=[C:12]([C:23]([O:25][CH3:26])=[O:24])[CH:11]=2.C([O-])(=O)C.[Na+].C(O)(=O)C.[Cl:36][CH2:37][C:38](Cl)=[O:39].C(=O)([O-])O.[Na+]. (3) The reactants are: [Br:1][C:2]1[N:15]=[C:5]2[C:6]([O:13][CH3:14])=[CH:7][C:8]([C:10]([OH:12])=[O:11])=[CH:9][N:4]2[N:3]=1.[C:16](O)([CH3:19])([CH3:18])[CH3:17].CN(C1C=CC=CN=1)C.Cl.CN(C)CCCN=C=NCC. Given the product [Br:1][C:2]1[N:15]=[C:5]2[C:6]([O:13][CH3:14])=[CH:7][C:8]([C:10]([O:12][C:16]([CH3:19])([CH3:18])[CH3:17])=[O:11])=[CH:9][N:4]2[N:3]=1, predict the reactants needed to synthesize it. (4) Given the product [Br:49][CH2:2][C:3]1[C:4]([S:9][CH:10]([C:24]2[CH:29]=[CH:28][CH:27]=[CH:26][CH:25]=2)[C:11]([C:13]2[CH:14]=[CH:15][C:16]3[O:21][CH2:20][C:19](=[O:22])[NH:18][C:17]=3[CH:23]=2)=[O:12])=[N:5][CH:6]=[CH:7][CH:8]=1, predict the reactants needed to synthesize it. The reactants are: O[CH2:2][C:3]1[C:4]([S:9][CH:10]([C:24]2[CH:29]=[CH:28][CH:27]=[CH:26][CH:25]=2)[C:11]([C:13]2[CH:14]=[CH:15][C:16]3[O:21][CH2:20][C:19](=[O:22])[NH:18][C:17]=3[CH:23]=2)=[O:12])=[N:5][CH:6]=[CH:7][CH:8]=1.C1(P(C2C=CC=CC=2)C2C=CC=CC=2)C=CC=CC=1.[Br:49]N1C(=O)CCC1=O.C(OCC)(=O)C. (5) Given the product [S:22]1[C:23]2[CH:29]=[CH:28][CH:27]=[CH:26][C:24]=2[N:25]=[C:21]1[CH2:20][N:4]([CH2:3][C:2]([F:17])([F:18])[F:1])[C:5]1[CH:12]=[CH:11][C:8]([C:9]#[N:10])=[C:7]([C:13]([F:16])([F:14])[F:15])[CH:6]=1, predict the reactants needed to synthesize it. The reactants are: [F:1][C:2]([F:18])([F:17])[CH2:3][NH:4][C:5]1[CH:12]=[CH:11][C:8]([C:9]#[N:10])=[C:7]([C:13]([F:16])([F:15])[F:14])[CH:6]=1.Br[CH2:20][C:21]1[S:22][C:23]2[CH:29]=[CH:28][CH:27]=[CH:26][C:24]=2[N:25]=1.C([O-])([O-])=O.[Cs+].[Cs+]. (6) Given the product [Cl:1][C:2]1[CH:7]=[CH:6][C:5]([NH:8][C:9]([C:11]2[O:12][CH:13]=[CH:14][CH:15]=2)=[O:10])=[CH:4][C:3]=1[C:16]1[O:17][C:18]2[C:19]([N:26]=1)=[N:20][CH:21]=[C:22]([CH2:24][CH3:25])[CH:23]=2, predict the reactants needed to synthesize it. The reactants are: [Cl:1][C:2]1[CH:7]=[CH:6][C:5]([NH:8][C:9]([C:11]2[O:12][CH:13]=[CH:14][CH:15]=2)=[O:10])=[CH:4][C:3]=1[C:16]1[O:17][C:18]2[C:19]([N:26]=1)=[N:20][CH:21]=[C:22]([CH:24]=[CH2:25])[CH:23]=2.